This data is from Forward reaction prediction with 1.9M reactions from USPTO patents (1976-2016). The task is: Predict the product of the given reaction. (1) Given the reactants [C:1]([O:5][C:6]([NH:8][CH2:9][C:10]([NH:12][C@H:13]([C:20]([O-:22])=[O:21])[C@H:14]([OH:19])[C:15]([O:17][CH3:18])=[O:16])=[O:11])=[O:7])([CH3:4])([CH3:3])[CH3:2].[CH3:23]CN(C(C)C)C(C)C, predict the reaction product. The product is: [C:1]([O:5][C:6]([NH:8][C@@H:9]([C:10]([NH:12][C@H:13]([C:20]([OH:22])=[O:21])[C@H:14]([OH:19])[C:15]([O:17][CH3:18])=[O:16])=[O:11])[CH3:23])=[O:7])([CH3:4])([CH3:2])[CH3:3]. (2) Given the reactants [F:1][C:2]([F:13])([F:12])[C:3]1[CH:4]=[C:5]([NH:10]N)[CH:6]=[C:7]([F:9])[CH:8]=1.[CH3:14][CH:15]([C:24](=O)[CH3:25])[CH2:16][CH2:17][CH2:18][CH2:19][CH2:20][C:21]([OH:23])=[O:22], predict the reaction product. The product is: [F:1][C:2]([F:13])([F:12])[C:3]1[CH:8]=[C:7]([F:9])[CH:6]=[C:5]2[C:4]=1[C:15]([CH2:16][CH2:17][CH2:18][CH2:19][CH2:20][C:21]([OH:23])=[O:22])([CH3:14])[C:24]([CH3:25])=[N:10]2. (3) The product is: [F:20][C:16]1[C:17]([NH2:19])=[N:18][C:13]([O:7][CH2:6][C:5]2[CH:8]=[CH:9][C:2]([F:1])=[CH:3][CH:4]=2)=[N:14][CH:15]=1. Given the reactants [F:1][C:2]1[CH:9]=[CH:8][C:5]([CH2:6][OH:7])=[CH:4][CH:3]=1.[H-].[Na+].Cl[C:13]1[N:18]=[C:17]([NH2:19])[C:16]([F:20])=[CH:15][N:14]=1, predict the reaction product. (4) Given the reactants [C:1]([N:20]1[N:24]=[N:23][C:22]([CH2:25][C:26]([OH:28])=O)=[N:21]1)([C:14]1[CH:19]=[CH:18][CH:17]=[CH:16][CH:15]=1)([C:8]1[CH:13]=[CH:12][CH:11]=[CH:10][CH:9]=1)[C:2]1[CH:7]=[CH:6][CH:5]=[CH:4][CH:3]=1.C1N=C[N:31](C(N2C=NC=C2)=O)C=1.NC1C=CC(C(N2CC3(C)CC2CC(C)(C)C3)=O)=CC=1, predict the reaction product. The product is: [C:1]([N:20]1[N:24]=[N:23][C:22]([CH2:25][C:26]([NH2:31])=[O:28])=[N:21]1)([C:14]1[CH:15]=[CH:16][CH:17]=[CH:18][CH:19]=1)([C:2]1[CH:3]=[CH:4][CH:5]=[CH:6][CH:7]=1)[C:8]1[CH:9]=[CH:10][CH:11]=[CH:12][CH:13]=1. (5) Given the reactants [CH3:1][C:2]1([CH3:9])[CH2:7][CH2:6][C:5](=[O:8])[CH2:4][CH2:3]1.[Br:10]C1CC(C(C)C)CCC1=O, predict the reaction product. The product is: [Br:10][CH:4]1[CH2:3][C:2]([CH3:9])([CH3:1])[CH2:7][CH2:6][C:5]1=[O:8]. (6) The product is: [CH:20]([C:23]1[S:27][C:26]([NH:28][S:16]([C:13]2[CH:14]=[CH:15][C:10]([C@@H:6]3[CH2:7][CH2:8][CH2:9][C@H:5]3[NH:4][C:1](=[O:3])[CH3:2])=[CH:11][CH:12]=2)(=[O:18])=[O:17])=[N:25][N:24]=1)([CH3:22])[CH3:21]. Given the reactants [C:1]([NH:4][C@@H:5]1[CH2:9][CH2:8][CH2:7][C@H:6]1[C:10]1[CH:15]=[CH:14][C:13]([S:16](Cl)(=[O:18])=[O:17])=[CH:12][CH:11]=1)(=[O:3])[CH3:2].[CH:20]([C:23]1[S:27][C:26]([NH2:28])=[N:25][N:24]=1)([CH3:22])[CH3:21], predict the reaction product.